This data is from Forward reaction prediction with 1.9M reactions from USPTO patents (1976-2016). The task is: Predict the product of the given reaction. Given the reactants [H-].[Al+3].[Li+].[H-].[H-].[H-].C[O:8][C:9](=O)[C:10]1[CH:15]=[CH:14][C:13]([NH2:16])=[C:12]([Cl:17])[CH:11]=1.[OH-].[Na+], predict the reaction product. The product is: [NH2:16][C:13]1[CH:14]=[CH:15][C:10]([CH2:9][OH:8])=[CH:11][C:12]=1[Cl:17].